This data is from Forward reaction prediction with 1.9M reactions from USPTO patents (1976-2016). The task is: Predict the product of the given reaction. (1) Given the reactants [F:1][C:2]1[CH:8]=[CH:7][C:5]([NH2:6])=[CH:4][C:3]=1[N+:9]([O-:11])=[O:10].[C:12](Cl)(=[O:14])[CH3:13], predict the reaction product. The product is: [F:1][C:2]1[CH:8]=[CH:7][C:5]([NH:6][C:12](=[O:14])[CH3:13])=[CH:4][C:3]=1[N+:9]([O-:11])=[O:10]. (2) Given the reactants [Br:1][C:2]1[CH:3]=[C:4]([N:8]2[CH2:12][CH2:11][CH:10]([C:13](=O)C(OCC)=O)[C:9]2=[O:20])[CH:5]=[CH:6][CH:7]=1.C(NCC)C.C=O, predict the reaction product. The product is: [Br:1][C:2]1[CH:3]=[C:4]([N:8]2[CH2:12][CH2:11][C:10](=[CH2:13])[C:9]2=[O:20])[CH:5]=[CH:6][CH:7]=1.